This data is from Forward reaction prediction with 1.9M reactions from USPTO patents (1976-2016). The task is: Predict the product of the given reaction. (1) Given the reactants [CH2:1]([C@:3]1([OH:28])[C:25]2[CH:24]=[C:23]3[N:10]([CH2:11][C:12]4[C:13]3=[N:14][C:15]3[CH:16]=[C:17]([F:22])[CH:18]=[CH:19][C:20]=3[CH:21]=4)[C:9](=[O:26])[C:8]=2[CH2:7][O:6][C:5](=[O:27])[CH2:4]1)[CH3:2].[C:29]1([CH2:35][CH2:36]C=O)[CH:34]=[CH:33][CH:32]=[CH:31][CH:30]=1, predict the reaction product. The product is: [CH2:1]([C@:3]1([OH:28])[C:25]2[CH:24]=[C:23]3[N:10]([CH2:11][C:12]4[C:13]3=[N:14][C:15]3[CH:16]=[C:17]([F:22])[CH:18]=[CH:19][C:20]=3[C:21]=4[CH2:36][CH2:35][C:29]3[CH:34]=[CH:33][CH:32]=[CH:31][CH:30]=3)[C:9](=[O:26])[C:8]=2[CH2:7][O:6][C:5](=[O:27])[CH2:4]1)[CH3:2]. (2) Given the reactants [CH2:1]([C:3]([C:21]1[CH:26]=[CH:25][C:24]([CH2:27][CH2:28][CH:29]([O:40]C(=O)C)[C:30]([CH3:39])([C:35]([F:38])([F:37])[F:36])[C:31]([F:34])([F:33])[F:32])=[C:23]([CH3:44])[CH:22]=1)([C:6]1[CH:11]=[CH:10][C:9]([O:12][CH2:13][C@H:14]2[CH2:18][CH2:17][C:16](=[O:19])[O:15]2)=[C:8]([CH3:20])[CH:7]=1)[CH2:4][CH3:5])[CH3:2].C[OH:46], predict the reaction product. The product is: [CH2:4]([C:3]([C:6]1[CH:11]=[CH:10][C:9]([O:12][CH2:13][C@H:14]([OH:46])[CH2:18][CH2:17][C:16]([OH:15])=[O:19])=[C:8]([CH3:20])[CH:7]=1)([C:21]1[CH:26]=[CH:25][C:24]([CH2:27][CH2:28][CH:29]([OH:40])[C:30]([CH3:39])([C:35]([F:38])([F:37])[F:36])[C:31]([F:34])([F:32])[F:33])=[C:23]([CH3:44])[CH:22]=1)[CH2:1][CH3:2])[CH3:5]. (3) Given the reactants CC(OI1(OC(C)=O)(OC(C)=O)OC(=O)C2C=CC=CC1=2)=O.[OH:23][CH:24]([C:34]1[CH:41]=[CH:40][C:37]([CH2:38][OH:39])=[CH:36][C:35]=1[CH3:42])[CH2:25][CH2:26][CH2:27][CH2:28][CH2:29][CH2:30][CH2:31][CH2:32][CH3:33], predict the reaction product. The product is: [CH3:42][C:35]1[CH:36]=[C:37]([CH:40]=[CH:41][C:34]=1[C:24](=[O:23])[CH2:25][CH2:26][CH2:27][CH2:28][CH2:29][CH2:30][CH2:31][CH2:32][CH3:33])[CH:38]=[O:39]. (4) Given the reactants [Mg].Br[C:3]1[CH:8]=[CH:7][CH:6]=[CH:5][C:4]=1[C:9]([F:12])([F:11])[F:10].[CH2:13]([N:20]1[CH2:25][CH2:24][C:23](=[O:26])[CH2:22][CH2:21]1)[C:14]1[CH:19]=[CH:18][CH:17]=[CH:16][CH:15]=1.[Cl-].[NH4+], predict the reaction product. The product is: [CH2:13]([N:20]1[CH2:25][CH2:24][C:23]([C:3]2[CH:8]=[CH:7][CH:6]=[CH:5][C:4]=2[C:9]([F:12])([F:11])[F:10])([OH:26])[CH2:22][CH2:21]1)[C:14]1[CH:15]=[CH:16][CH:17]=[CH:18][CH:19]=1. (5) Given the reactants [NH2:1][C:2]1[CH:3]=[N:4][C:5]([Cl:9])=[C:6](Br)[CH:7]=1.C1(C)C=CC=CC=1P(C1C=CC=CC=1C)C1C=CC=CC=1C.[CH:32]([C:34]1[CH:39]=[CH:38][N:37]=[CH:36][CH:35]=1)=[CH2:33].C(N(CC)CC)C, predict the reaction product. The product is: [Cl:9][C:5]1[N:4]=[CH:3][C:2]([NH2:1])=[CH:7][C:6]=1/[CH:33]=[CH:32]/[C:34]1[CH:39]=[CH:38][N:37]=[CH:36][CH:35]=1.